From a dataset of Full USPTO retrosynthesis dataset with 1.9M reactions from patents (1976-2016). Predict the reactants needed to synthesize the given product. (1) Given the product [C:25]([NH:32][CH2:33][CH:34]=[O:37])([O:27][C:28]([CH3:29])([CH3:30])[CH3:31])=[O:26], predict the reactants needed to synthesize it. The reactants are: NCC(O)CO.CC(OC(OC(OC(C)(C)C)=O)=O)(C)C.[OH-].[Na+].Cl.[C:25]([NH:32][CH2:33][CH:34]([OH:37])CO)([O:27][C:28]([CH3:31])([CH3:30])[CH3:29])=[O:26].I([O-])(=O)(=O)=O.[K+]. (2) The reactants are: [OH:1][C:2]1[CH:7]=[CH:6][C:5]([P:8]([O:19][CH2:20][CH3:21])([CH2:10][P:11]([O:16][CH2:17][CH3:18])([O:13][CH2:14][CH3:15])=[O:12])=[O:9])=[CH:4][C:3]=1[C:22]([CH3:35])([CH3:34])[CH2:23][C:24]([O:26][CH2:27][C:28]1[CH:33]=[CH:32][CH:31]=[CH:30][CH:29]=1)=[O:25].[C:36](Cl)(=[O:38])[CH3:37].CCOC(C)=O. Given the product [C:36]([O:1][C:2]1[CH:7]=[CH:6][C:5]([P:8]([O:19][CH2:20][CH3:21])([CH2:10][P:11]([O:16][CH2:17][CH3:18])([O:13][CH2:14][CH3:15])=[O:12])=[O:9])=[CH:4][C:3]=1[C:22]([CH3:35])([CH3:34])[CH2:23][C:24]([O:26][CH2:27][C:28]1[CH:33]=[CH:32][CH:31]=[CH:30][CH:29]=1)=[O:25])(=[O:38])[CH3:37], predict the reactants needed to synthesize it.